Dataset: NCI-60 drug combinations with 297,098 pairs across 59 cell lines. Task: Regression. Given two drug SMILES strings and cell line genomic features, predict the synergy score measuring deviation from expected non-interaction effect. (1) Drug 1: CCC1(CC2CC(C3=C(CCN(C2)C1)C4=CC=CC=C4N3)(C5=C(C=C6C(=C5)C78CCN9C7C(C=CC9)(C(C(C8N6C=O)(C(=O)OC)O)OC(=O)C)CC)OC)C(=O)OC)O.OS(=O)(=O)O. Drug 2: CCN(CC)CCCC(C)NC1=C2C=C(C=CC2=NC3=C1C=CC(=C3)Cl)OC. Cell line: SF-539. Synergy scores: CSS=10.6, Synergy_ZIP=-4.40, Synergy_Bliss=-1.15, Synergy_Loewe=-0.273, Synergy_HSA=1.60. (2) Drug 2: CS(=O)(=O)OCCCCOS(=O)(=O)C. Cell line: HCT-15. Drug 1: COC1=CC(=CC(=C1O)OC)C2C3C(COC3=O)C(C4=CC5=C(C=C24)OCO5)OC6C(C(C7C(O6)COC(O7)C8=CC=CS8)O)O. Synergy scores: CSS=51.6, Synergy_ZIP=4.98, Synergy_Bliss=9.02, Synergy_Loewe=-41.6, Synergy_HSA=6.52. (3) Drug 1: C1CCC(C1)C(CC#N)N2C=C(C=N2)C3=C4C=CNC4=NC=N3. Drug 2: C1=CC(=CC=C1C#N)C(C2=CC=C(C=C2)C#N)N3C=NC=N3. Cell line: UACC62. Synergy scores: CSS=-5.08, Synergy_ZIP=4.77, Synergy_Bliss=2.41, Synergy_Loewe=-6.43, Synergy_HSA=-7.24. (4) Drug 1: CCC1(CC2CC(C3=C(CCN(C2)C1)C4=CC=CC=C4N3)(C5=C(C=C6C(=C5)C78CCN9C7C(C=CC9)(C(C(C8N6C)(C(=O)OC)O)OC(=O)C)CC)OC)C(=O)OC)O.OS(=O)(=O)O. Drug 2: CC1CCCC2(C(O2)CC(NC(=O)CC(C(C(=O)C(C1O)C)(C)C)O)C(=CC3=CSC(=N3)C)C)C. Cell line: A549. Synergy scores: CSS=49.7, Synergy_ZIP=2.26, Synergy_Bliss=-0.230, Synergy_Loewe=-11.5, Synergy_HSA=-1.95.